From a dataset of NCI-60 drug combinations with 297,098 pairs across 59 cell lines. Regression. Given two drug SMILES strings and cell line genomic features, predict the synergy score measuring deviation from expected non-interaction effect. (1) Drug 1: CC(CN1CC(=O)NC(=O)C1)N2CC(=O)NC(=O)C2. Drug 2: CCC(=C(C1=CC=CC=C1)C2=CC=C(C=C2)OCCN(C)C)C3=CC=CC=C3.C(C(=O)O)C(CC(=O)O)(C(=O)O)O. Cell line: ACHN. Synergy scores: CSS=30.5, Synergy_ZIP=-10.9, Synergy_Bliss=-3.83, Synergy_Loewe=-5.61, Synergy_HSA=-4.70. (2) Drug 1: C1=CN(C=N1)CC(O)(P(=O)(O)O)P(=O)(O)O. Drug 2: C(CN)CNCCSP(=O)(O)O. Cell line: 786-0. Synergy scores: CSS=1.34, Synergy_ZIP=3.60, Synergy_Bliss=-3.66, Synergy_Loewe=0.369, Synergy_HSA=-4.85. (3) Drug 1: CCC1=CC2CC(C3=C(CN(C2)C1)C4=CC=CC=C4N3)(C5=C(C=C6C(=C5)C78CCN9C7C(C=CC9)(C(C(C8N6C)(C(=O)OC)O)OC(=O)C)CC)OC)C(=O)OC.C(C(C(=O)O)O)(C(=O)O)O. Drug 2: CCC1(C2=C(COC1=O)C(=O)N3CC4=CC5=C(C=CC(=C5CN(C)C)O)N=C4C3=C2)O.Cl. Cell line: NCI-H226. Synergy scores: CSS=46.3, Synergy_ZIP=-4.09, Synergy_Bliss=-0.377, Synergy_Loewe=-3.25, Synergy_HSA=1.59. (4) Cell line: HS 578T. Drug 2: C1=NC2=C(N1)C(=S)N=CN2. Synergy scores: CSS=10.1, Synergy_ZIP=-11.2, Synergy_Bliss=-16.7, Synergy_Loewe=-23.4, Synergy_HSA=-17.0. Drug 1: C1=CC(=CC=C1CC(C(=O)O)N)N(CCCl)CCCl.Cl. (5) Drug 1: CC12CCC(CC1=CCC3C2CCC4(C3CC=C4C5=CN=CC=C5)C)O. Drug 2: CCN(CC)CCNC(=O)C1=C(NC(=C1C)C=C2C3=C(C=CC(=C3)F)NC2=O)C. Cell line: MDA-MB-231. Synergy scores: CSS=10.3, Synergy_ZIP=2.44, Synergy_Bliss=6.51, Synergy_Loewe=3.99, Synergy_HSA=3.90. (6) Drug 1: CN(C)N=NC1=C(NC=N1)C(=O)N. Drug 2: CC1CCC2CC(C(=CC=CC=CC(CC(C(=O)C(C(C(=CC(C(=O)CC(OC(=O)C3CCCCN3C(=O)C(=O)C1(O2)O)C(C)CC4CCC(C(C4)OC)OCCO)C)C)O)OC)C)C)C)OC. Cell line: KM12. Synergy scores: CSS=3.98, Synergy_ZIP=-9.92, Synergy_Bliss=-15.2, Synergy_Loewe=-11.5, Synergy_HSA=-10.6. (7) Drug 1: CC12CCC(CC1=CCC3C2CCC4(C3CC=C4C5=CN=CC=C5)C)O. Drug 2: CS(=O)(=O)CCNCC1=CC=C(O1)C2=CC3=C(C=C2)N=CN=C3NC4=CC(=C(C=C4)OCC5=CC(=CC=C5)F)Cl. Cell line: CCRF-CEM. Synergy scores: CSS=4.29, Synergy_ZIP=-1.63, Synergy_Bliss=-0.172, Synergy_Loewe=-3.92, Synergy_HSA=-3.85. (8) Drug 1: CC12CCC(CC1=CCC3C2CCC4(C3CC=C4C5=CN=CC=C5)C)O. Drug 2: CCCCC(=O)OCC(=O)C1(CC(C2=C(C1)C(=C3C(=C2O)C(=O)C4=C(C3=O)C=CC=C4OC)O)OC5CC(C(C(O5)C)O)NC(=O)C(F)(F)F)O. Cell line: SK-OV-3. Synergy scores: CSS=6.32, Synergy_ZIP=-0.891, Synergy_Bliss=3.85, Synergy_Loewe=3.57, Synergy_HSA=3.54. (9) Drug 1: CCC1(CC2CC(C3=C(CCN(C2)C1)C4=CC=CC=C4N3)(C5=C(C=C6C(=C5)C78CCN9C7C(C=CC9)(C(C(C8N6C=O)(C(=O)OC)O)OC(=O)C)CC)OC)C(=O)OC)O.OS(=O)(=O)O. Drug 2: CC=C1C(=O)NC(C(=O)OC2CC(=O)NC(C(=O)NC(CSSCCC=C2)C(=O)N1)C(C)C)C(C)C. Cell line: SW-620. Synergy scores: CSS=52.6, Synergy_ZIP=-1.11, Synergy_Bliss=-3.17, Synergy_Loewe=-9.58, Synergy_HSA=-2.64.